From a dataset of Forward reaction prediction with 1.9M reactions from USPTO patents (1976-2016). Predict the product of the given reaction. Given the reactants C([N:4]([C@@H:34]([CH3:39])[C:35]([F:38])([F:37])[F:36])[S:5]([C:8]1[CH:9]=[N:10][C:11]([C:14]2[N:15]([C:28]3[N:33]=[CH:32][CH:31]=[CH:30][N:29]=3)[C:16]3[C:21]([C:22]=2[C:23]#[N:24])=[CH:20][CH:19]=[C:18]([CH:25]2[CH2:27][CH2:26]2)[CH:17]=3)=[CH:12][CH:13]=1)(=[O:7])=[O:6])C=C.[BH-](OC(C)=O)(OC(C)=O)OC(C)=O.[Na+].C(Cl)Cl, predict the reaction product. The product is: [C:23]([C:22]1[C:21]2[C:16](=[CH:17][C:18]([CH:25]3[CH2:26][CH2:27]3)=[CH:19][CH:20]=2)[N:15]([C:28]2[N:29]=[CH:30][CH:31]=[CH:32][N:33]=2)[C:14]=1[C:11]1[N:10]=[CH:9][C:8]([S:5]([NH:4][C@@H:34]([CH3:39])[C:35]([F:38])([F:37])[F:36])(=[O:7])=[O:6])=[CH:13][CH:12]=1)#[N:24].